This data is from Forward reaction prediction with 1.9M reactions from USPTO patents (1976-2016). The task is: Predict the product of the given reaction. (1) Given the reactants C[Mg+].[Br-].[NH:4]1[CH:8]=[CH:7][CH:6]=[CH:5]1.[CH:9]1([C:15](Cl)=[O:16])[CH2:14][CH2:13][CH2:12][CH2:11][CH2:10]1.[NH4+].[Cl-], predict the reaction product. The product is: [CH:9]1([C:15]([C:5]2[NH:4][CH:8]=[CH:7][CH:6]=2)=[O:16])[CH2:14][CH2:13][CH2:12][CH2:11][CH2:10]1. (2) Given the reactants FC(F)(F)C(O)=O.[Cl:8][C:9]1[N:10]=[CH:11][N:12]([C:14]2[CH:19]=[CH:18][C:17]([NH:20][C:21]3[N:38]=[C:24]4[CH:25]([C:31]5[CH:36]=[CH:35][C:34]([F:37])=[CH:33][CH:32]=5)[CH2:26][C:27](=O)[CH2:28][CH2:29][N:23]4[N:22]=3)=[CH:16][C:15]=2[O:39][CH3:40])[CH:13]=1.[NH:41]1[CH2:45][CH2:44][CH2:43][CH2:42]1.C([BH3-])#N.[Na+].C(O)(C(F)(F)F)=O, predict the reaction product. The product is: [Cl:8][C:9]1[N:10]=[CH:11][N:12]([C:14]2[CH:19]=[CH:18][C:17]([NH:20][C:21]3[N:38]=[C:24]4[CH:25]([C:31]5[CH:32]=[CH:33][C:34]([F:37])=[CH:35][CH:36]=5)[CH2:26][CH:27]([N:41]5[CH2:45][CH2:44][CH2:43][CH2:42]5)[CH2:28][CH2:29][N:23]4[N:22]=3)=[CH:16][C:15]=2[O:39][CH3:40])[CH:13]=1. (3) Given the reactants I[C:2]1[C:10]2[C:5](=[CH:6][CH:7]=[C:8]([NH:11][C:12](=[O:24])[CH:13]([N:19]3[CH2:23][CH2:22][CH2:21][CH2:20]3)[C:14]3[CH:18]=[CH:17][S:16][CH:15]=3)[CH:9]=2)[NH:4][N:3]=1.[CH3:25][O:26][CH:27]1[CH2:32][CH2:31][N:30]([C:33]2[CH:38]=[CH:37][C:36](B3OC(C)(C)C(C)(C)O3)=[CH:35][CH:34]=2)[CH2:29][CH2:28]1.C([O-])([O-])=O.[Na+].[Na+], predict the reaction product. The product is: [CH3:25][O:26][CH:27]1[CH2:32][CH2:31][N:30]([C:33]2[CH:38]=[CH:37][C:36]([C:2]3[C:10]4[C:5](=[CH:6][CH:7]=[C:8]([NH:11][C:12](=[O:24])[CH:13]([N:19]5[CH2:23][CH2:22][CH2:21][CH2:20]5)[C:14]5[CH:18]=[CH:17][S:16][CH:15]=5)[CH:9]=4)[NH:4][N:3]=3)=[CH:35][CH:34]=2)[CH2:29][CH2:28]1. (4) Given the reactants S([O-])([O-])(=O)=O.[Na+].[Na+].[OH-].[K+].[CH2:10]([O:13][CH2:14][C:15]1[CH:20]=[CH:19][C:18]([C:21](=[N:28][NH2:29])[C:22]2[CH:27]=[CH:26][CH:25]=[CH:24][CH:23]=2)=[CH:17][CH:16]=1)[CH:11]=[CH2:12], predict the reaction product. The product is: [CH2:10]([O:13][CH2:14][C:15]1[CH:20]=[CH:19][C:18]([C:21](=[N+:28]=[N-:29])[C:22]2[CH:27]=[CH:26][CH:25]=[CH:24][CH:23]=2)=[CH:17][CH:16]=1)[CH:11]=[CH2:12]. (5) Given the reactants [Cl:1][C:2]1[C:3]2[CH2:14][CH2:13][C:12](=[CH:15][C:16]#[N:17])[C:4]=2[C:5]2[C:9]([CH:10]=1)=[N:8][N:7]([CH3:11])[CH:6]=2.N.CO, predict the reaction product. The product is: [Cl:1][C:2]1[C:3]2[CH2:14][CH2:13][C:12](=[CH:15][CH2:16][NH2:17])[C:4]=2[C:5]2[C:9]([CH:10]=1)=[N:8][N:7]([CH3:11])[CH:6]=2. (6) Given the reactants [CH2:1]([NH:3][C@@H:4](C)[CH2:5]O)[CH3:2].C(N(C(C)C)C(C)C)C.Br[CH2:18][C:19]([O:21][CH3:22])=[O:20], predict the reaction product. The product is: [CH3:2][C@@H:1]1[N:3]([CH2:4][CH3:5])[CH2:18][C:19](=[O:20])[O:21][CH2:22]1. (7) The product is: [F:1][C:2]1[CH:3]=[C:4]([CH:29]=[C:30]([N:32]2[CH2:37][CH2:36][O:35][CH2:34][CH2:33]2)[CH:31]=1)[C:5]([NH:7][C:8]1[C:17]2[C:12](=[CH:13][CH:14]=[CH:15][CH:16]=2)[C:11]([O:18][C:19]2[CH:24]=[CH:23][N:22]=[C:21]([NH:42][CH2:38][CH:39]([CH3:41])[CH3:40])[N:20]=2)=[CH:10][CH:9]=1)=[O:6]. Given the reactants [F:1][C:2]1[CH:3]=[C:4]([CH:29]=[C:30]([N:32]2[CH2:37][CH2:36][O:35][CH2:34][CH2:33]2)[CH:31]=1)[C:5]([NH:7][C:8]1[C:17]2[C:12](=[CH:13][CH:14]=[CH:15][CH:16]=2)[C:11]([O:18][C:19]2[CH:24]=[CH:23][N:22]=[C:21](S(C)(=O)=O)[N:20]=2)=[CH:10][CH:9]=1)=[O:6].[CH2:38]([NH2:42])[CH:39]([CH3:41])[CH3:40], predict the reaction product.